Dataset: Forward reaction prediction with 1.9M reactions from USPTO patents (1976-2016). Task: Predict the product of the given reaction. (1) Given the reactants [F:1][C:2]1[CH:3]=[C:4]2[C:8](=[CH:9][CH:10]=1)[N:7]([NH:11][C:12]([C:14]1[C:15]([CH3:27])=[N:16][C:17]([C:20]3[CH:25]=[CH:24][CH:23]=[C:22]([F:26])[CH:21]=3)=[N:18][CH:19]=1)=[O:13])[CH:6]=[CH:5]2.C1C(=O)N([Cl:35])C(=O)C1, predict the reaction product. The product is: [Cl:35][C:5]1[C:4]2[C:8](=[CH:9][CH:10]=[C:2]([F:1])[CH:3]=2)[N:7]([NH:11][C:12]([C:14]2[C:15]([CH3:27])=[N:16][C:17]([C:20]3[CH:25]=[CH:24][CH:23]=[C:22]([F:26])[CH:21]=3)=[N:18][CH:19]=2)=[O:13])[CH:6]=1. (2) Given the reactants [S:1]1[C:6]2[CH:7]=[CH:8][CH:9]=[CH:10][C:5]=2[NH:4][C:3](=O)[CH2:2]1.C[C:13]([CH3:16])([O-:15])C.[K+].[C:18]([OH:21])(=O)[CH3:19].[CH3:22][N:23](C=O)C, predict the reaction product. The product is: [CH:22]1[N:4]2[C:3]([CH2:2][S:1][C:6]3[CH:7]=[CH:8][CH:9]=[CH:10][C:5]=32)=[C:19]([C:18]([O:15][CH2:13][CH3:16])=[O:21])[N:23]=1. (3) Given the reactants [H-].[Na+].[SH:3][C:4]1[S:5][C:6]2[CH:12]=[C:11]([N+:13]([O-:15])=[O:14])[CH:10]=[CH:9][C:7]=2[N:8]=1.[CH3:16]N(C=O)C, predict the reaction product. The product is: [CH3:16][S:3][C:4]1[S:5][C:6]2[CH:12]=[C:11]([N+:13]([O-:15])=[O:14])[CH:10]=[CH:9][C:7]=2[N:8]=1.